From a dataset of NCI-60 drug combinations with 297,098 pairs across 59 cell lines. Regression. Given two drug SMILES strings and cell line genomic features, predict the synergy score measuring deviation from expected non-interaction effect. (1) Drug 1: CN1C2=C(C=C(C=C2)N(CCCl)CCCl)N=C1CCCC(=O)O.Cl. Drug 2: C(CN)CNCCSP(=O)(O)O. Cell line: TK-10. Synergy scores: CSS=1.32, Synergy_ZIP=0.947, Synergy_Bliss=-0.270, Synergy_Loewe=-0.725, Synergy_HSA=-2.45. (2) Drug 1: C1=NC2=C(N=C(N=C2N1C3C(C(C(O3)CO)O)O)F)N. Drug 2: C(CC(=O)O)C(=O)CN.Cl. Cell line: HCT-15. Synergy scores: CSS=18.8, Synergy_ZIP=1.64, Synergy_Bliss=-7.86, Synergy_Loewe=2.69, Synergy_HSA=-3.23. (3) Drug 1: CCC1=C2CN3C(=CC4=C(C3=O)COC(=O)C4(CC)O)C2=NC5=C1C=C(C=C5)O. Drug 2: COC1=C2C(=CC3=C1OC=C3)C=CC(=O)O2. Cell line: SNB-19. Synergy scores: CSS=40.3, Synergy_ZIP=1.45, Synergy_Bliss=2.37, Synergy_Loewe=-36.5, Synergy_HSA=1.29. (4) Cell line: HCC-2998. Synergy scores: CSS=0.626, Synergy_ZIP=3.57, Synergy_Bliss=2.75, Synergy_Loewe=2.01, Synergy_HSA=-4.24. Drug 2: C(CCl)NC(=O)N(CCCl)N=O. Drug 1: C#CCC(CC1=CN=C2C(=N1)C(=NC(=N2)N)N)C3=CC=C(C=C3)C(=O)NC(CCC(=O)O)C(=O)O. (5) Drug 1: C1CCC(C1)C(CC#N)N2C=C(C=N2)C3=C4C=CNC4=NC=N3. Drug 2: CC1=C(C(=O)C2=C(C1=O)N3CC4C(C3(C2COC(=O)N)OC)N4)N. Cell line: NCI-H522. Synergy scores: CSS=38.1, Synergy_ZIP=0.288, Synergy_Bliss=4.54, Synergy_Loewe=-23.3, Synergy_HSA=6.43. (6) Drug 1: C1CCN(CC1)CCOC2=CC=C(C=C2)C(=O)C3=C(SC4=C3C=CC(=C4)O)C5=CC=C(C=C5)O. Drug 2: C1=CC(=CC=C1CC(C(=O)O)N)N(CCCl)CCCl.Cl. Cell line: COLO 205. Synergy scores: CSS=21.1, Synergy_ZIP=5.27, Synergy_Bliss=9.95, Synergy_Loewe=2.88, Synergy_HSA=2.61. (7) Drug 1: C1=CC(=CC=C1CCC2=CNC3=C2C(=O)NC(=N3)N)C(=O)NC(CCC(=O)O)C(=O)O. Drug 2: C1CNP(=O)(OC1)N(CCCl)CCCl. Cell line: COLO 205. Synergy scores: CSS=35.0, Synergy_ZIP=1.24, Synergy_Bliss=-0.603, Synergy_Loewe=-19.9, Synergy_HSA=0.510. (8) Drug 1: C1=CC(=CC=C1CCCC(=O)O)N(CCCl)CCCl. Drug 2: CCCS(=O)(=O)NC1=C(C(=C(C=C1)F)C(=O)C2=CNC3=C2C=C(C=N3)C4=CC=C(C=C4)Cl)F. Cell line: RXF 393. Synergy scores: CSS=7.16, Synergy_ZIP=-6.98, Synergy_Bliss=-9.47, Synergy_Loewe=-10.4, Synergy_HSA=-7.56.